From a dataset of Catalyst prediction with 721,799 reactions and 888 catalyst types from USPTO. Predict which catalyst facilitates the given reaction. (1) Reactant: [CH2:1]([O:8][CH2:9][C@:10]1([OH:21])[C@@H:15]([OH:16])[C@H:14]([OH:17])[C@@H:13]([CH2:18][OH:19])[O:12][CH:11]1[OH:20])[C:2]1[CH:7]=[CH:6][CH:5]=[CH:4][CH:3]=1.CC(O[C:26]([CH3:28])=[O:27])=O. Product: [C:15]([O:20][CH:11]1[C@:10]([O:21][C:18](=[O:19])[CH3:13])([CH2:9][O:8][CH2:1][C:2]2[CH:3]=[CH:4][CH:5]=[CH:6][CH:7]=2)[C@@H:15]([O:16][C:11](=[O:12])[CH3:10])[C@H:14]([O:17][C:1](=[O:8])[CH3:2])[C@@H:13]([CH2:18][O:19][C:26](=[O:27])[CH3:28])[O:12]1)(=[O:16])[CH3:14]. The catalyst class is: 383. (2) Reactant: [F:1][C:2]1[CH:3]=[C:4]([C:8]2[N:13]=[CH:12][C:11]([C:14]([OH:16])=O)=[CH:10][N:9]=2)[CH:5]=[CH:6][CH:7]=1.O[N:18]1[C:22]2[CH:23]=[CH:24][CH:25]=[CH:26][C:21]=2N=N1.C1CCC(N=C=NC2CCCCC2)CC1.NC1C=CC=CC=1.C(O)C(N)(CO)CO. Product: [C:22]1([NH:18][C:14]([C:11]2[CH:12]=[N:13][C:8]([C:4]3[CH:5]=[CH:6][CH:7]=[C:2]([F:1])[CH:3]=3)=[N:9][CH:10]=2)=[O:16])[CH:23]=[CH:24][CH:25]=[CH:26][CH:21]=1. The catalyst class is: 3.